Dataset: Forward reaction prediction with 1.9M reactions from USPTO patents (1976-2016). Task: Predict the product of the given reaction. (1) The product is: [CH2:30]([O:32][C:33]1[CH:47]=[CH:46][C:36]([O:37][CH2:38][CH:39]2[CH2:44][CH2:43][C:42](=[CH:2][O:3][CH3:4])[CH2:41][CH2:40]2)=[C:35]([F:48])[C:34]=1[F:49])[CH3:31]. Given the reactants [Cl-].[CH3:2][O:3][CH2:4][P+](C1C=CC=CC=1)(C1C=CC=CC=1)C1C=CC=CC=1.CC([O-])(C)C.[K+].[CH2:30]([O:32][C:33]1[CH:47]=[CH:46][C:36]([O:37][CH2:38][CH:39]2[CH2:44][CH2:43][C:42](=O)[CH2:41][CH2:40]2)=[C:35]([F:48])[C:34]=1[F:49])[CH3:31].O, predict the reaction product. (2) Given the reactants [N:1]1[CH:6]=[CH:5][CH:4]=[CH:3][C:2]=1[CH3:7].Cl[S:9]([OH:12])(=[O:11])=[O:10], predict the reaction product. The product is: [N:1]1[CH:6]=[CH:5][CH:4]=[CH:3][C:2]=1[CH3:7].[S:9](=[O:12])(=[O:11])=[O:10]. (3) Given the reactants [C:1]1([CH2:7][CH2:8][CH2:9][CH2:10][CH2:11][CH2:12][C:13]([C:15]2[O:16][C:17]([C:20]([NH2:22])=O)=[CH:18][N:19]=2)=[O:14])[CH:6]=[CH:5][CH:4]=[CH:3][CH:2]=1.N1C=CC=CC=1.FC(F)(F)C(OC(=O)C(F)(F)F)=O, predict the reaction product. The product is: [C:1]1([CH2:7][CH2:8][CH2:9][CH2:10][CH2:11][CH2:12][C:13]([C:15]2[O:16][C:17]([C:20]#[N:22])=[CH:18][N:19]=2)=[O:14])[CH:2]=[CH:3][CH:4]=[CH:5][CH:6]=1. (4) Given the reactants [CH:1]([C:3]1[S:7][CH:6]=[C:5]([C:8]2[CH:9]=[C:10]3[C:14](=[C:15]([C:17]([NH2:19])=[O:18])[CH:16]=2)[NH:13][CH:12]=[C:11]3[CH:20]2[CH2:25][CH2:24][N:23]([S:26]([CH:29]([CH3:31])[CH3:30])(=[O:28])=[O:27])[CH2:22][CH2:21]2)[CH:4]=1)=O.[NH:32]1[CH2:36][CH2:35][CH2:34][C@@H:33]1[CH2:37][OH:38].C(O[BH-](OC(=O)C)OC(=O)C)(=O)C.[Na+], predict the reaction product. The product is: [OH:38][CH2:37][C@H:33]1[CH2:34][CH2:35][CH2:36][N:32]1[CH2:1][C:3]1[S:7][CH:6]=[C:5]([C:8]2[CH:9]=[C:10]3[C:14](=[C:15]([C:17]([NH2:19])=[O:18])[CH:16]=2)[NH:13][CH:12]=[C:11]3[CH:20]2[CH2:21][CH2:22][N:23]([S:26]([CH:29]([CH3:31])[CH3:30])(=[O:28])=[O:27])[CH2:24][CH2:25]2)[CH:4]=1.